From a dataset of Forward reaction prediction with 1.9M reactions from USPTO patents (1976-2016). Predict the product of the given reaction. (1) Given the reactants C(N1C=CN=C1)(N1C=CN=C1)=O.[CH:13]1([C@@:19]([OH:29])([C:23]2[CH:28]=[CH:27][CH:26]=[CH:25][CH:24]=2)[C:20]([OH:22])=O)[CH2:18][CH2:17][CH2:16][CH2:15][CH2:14]1.[CH3:30][N:31]([CH2:33][C:34]([NH:36][NH2:37])=[O:35])[CH3:32], predict the reaction product. The product is: [CH3:30][N:31]([CH3:32])[CH2:33][C:34]([NH:36][NH:37][C:20](=[O:22])[C@:19]([CH:13]1[CH2:14][CH2:15][CH2:16][CH2:17][CH2:18]1)([OH:29])[C:23]1[CH:28]=[CH:27][CH:26]=[CH:25][CH:24]=1)=[O:35]. (2) The product is: [O:4]1[C:5]2([CH2:6][CH2:7][CH:8]([C:11]3[CH:12]=[N:13][N:14]([CH2:16][O:17][CH2:18][CH2:19][Si:20]([CH3:23])([CH3:22])[CH3:21])[CH:15]=3)[CH2:9][CH2:10]2)[O:1][CH2:2][CH2:3]1. Given the reactants [O:1]1[C:5]2([CH2:10][CH2:9][C:8]([C:11]3[CH:12]=[N:13][N:14]([CH2:16][O:17][CH2:18][CH2:19][Si:20]([CH3:23])([CH3:22])[CH3:21])[CH:15]=3)=[CH:7][CH2:6]2)[O:4][CH2:3][CH2:2]1, predict the reaction product. (3) Given the reactants [N+:1]([C:4]1[CH:5]=[C:6]([C:10]2[CH:11]=[C:12]3[C:16](=[CH:17][CH:18]=2)[CH2:15][CH:14]([NH:19][S:20]([CH:23]([CH3:25])[CH3:24])(=[O:22])=[O:21])[CH2:13]3)[CH:7]=[CH:8][CH:9]=1)([O-])=O, predict the reaction product. The product is: [NH2:1][C:4]1[CH:5]=[C:6]([C:10]2[CH:11]=[C:12]3[C:16](=[CH:17][CH:18]=2)[CH2:15][CH:14]([NH:19][S:20]([CH:23]([CH3:25])[CH3:24])(=[O:22])=[O:21])[CH2:13]3)[CH:7]=[CH:8][CH:9]=1. (4) The product is: [Br:18][C:19]1[CH:20]=[CH:21][C:22]([C@@H:25]([NH:26][CH2:16][CH2:15][C:2]2([OH:1])[CH2:3][CH2:4][C:5]3([O:6][CH2:7][C:8]([CH3:12])([CH3:11])[CH2:9][O:10]3)[CH2:13][CH2:14]2)[CH:27]2[CH2:29][CH2:28]2)=[CH:23][CH:24]=1. Given the reactants [OH:1][C:2]1([CH2:15][CH:16]=O)[CH2:14][CH2:13][C:5]2([O:10][CH2:9][C:8]([CH3:12])([CH3:11])[CH2:7][O:6]2)[CH2:4][CH2:3]1.[Br:18][C:19]1[CH:24]=[CH:23][C:22]([C@H:25]([CH:27]2[CH2:29][CH2:28]2)[NH2:26])=[CH:21][CH:20]=1, predict the reaction product. (5) The product is: [CH3:3][N:17]1[CH:18]=[C:14]([C:8]2[CH:9]=[CH:10][CH:11]=[CH:12][CH:13]=2)[N:15]=[CH:16]1.[CH3:3][N:15]1[C:14]([C:8]2[CH:9]=[CH:10][CH:11]=[CH:12][CH:13]=2)=[CH:18][N:17]=[CH:16]1. Given the reactants [H-].[Na+].[CH2:3]1COCC1.[C:8]1([C:14]2[N:15]=[CH:16][NH:17][CH:18]=2)[CH:13]=[CH:12][CH:11]=[CH:10][CH:9]=1.CI, predict the reaction product. (6) Given the reactants Br[CH2:2][C:3]([C:5]1[CH:10]=[CH:9][C:8]([Br:11])=[CH:7][CH:6]=1)=O.[C:12]([NH:15][C:16]([NH2:18])=[NH:17])(=[O:14])[CH3:13], predict the reaction product. The product is: [Br:11][C:8]1[CH:9]=[CH:10][C:5]([C:3]2[NH:18][C:16]([NH:15][C:12](=[O:14])[CH3:13])=[N:17][CH:2]=2)=[CH:6][CH:7]=1. (7) Given the reactants [CH2:1]([O:3][C:4]1[C:8]([CH2:9][CH2:10][CH2:11][OH:12])=[CH:7][N:6]([C:13]2[CH:18]=[CH:17][C:16]([C:19]([F:22])([F:21])[F:20])=[CH:15][CH:14]=2)[N:5]=1)[CH3:2].[CH2:23]([O:25][C:26]1[CH:31]=[C:30](O)[CH:29]=[CH:28][C:27]=1[CH2:33][CH2:34][C:35]([O:37]C)=[O:36])[CH3:24].C(P(CCCC)CCCC)CCC.N(C(N1CCCCC1)=O)=NC(N1CCCCC1)=O, predict the reaction product. The product is: [CH2:23]([O:25][C:26]1[CH:31]=[C:30]([O:12][CH2:11][CH2:10][CH2:9][C:8]2[C:4]([O:3][CH2:1][CH3:2])=[N:5][N:6]([C:13]3[CH:18]=[CH:17][C:16]([C:19]([F:21])([F:22])[F:20])=[CH:15][CH:14]=3)[CH:7]=2)[CH:29]=[CH:28][C:27]=1[CH2:33][CH2:34][C:35]([OH:37])=[O:36])[CH3:24]. (8) The product is: [F:25][C:2]([F:1])([F:24])[C:3]1[CH:4]=[C:5]([C:13]2[S:14][CH:15]=[C:16]([CH:18]3[CH2:23][CH2:22][N:21]([C:34](=[O:35])[CH2:33][N:29]4[C:30]([CH3:32])=[N:31][C:27]([CH3:26])=[N:28]4)[CH2:20][CH2:19]3)[N:17]=2)[CH:6]=[C:7]([C:9]([F:10])([F:11])[F:12])[CH:8]=1. Given the reactants [F:1][C:2]([F:25])([F:24])[C:3]1[CH:4]=[C:5]([C:13]2[S:14][CH:15]=[C:16]([CH:18]3[CH2:23][CH2:22][NH:21][CH2:20][CH2:19]3)[N:17]=2)[CH:6]=[C:7]([C:9]([F:12])([F:11])[F:10])[CH:8]=1.[CH3:26][C:27]1[N:31]=[C:30]([CH3:32])[N:29]([CH2:33][C:34](O)=[O:35])[N:28]=1, predict the reaction product.